From a dataset of Forward reaction prediction with 1.9M reactions from USPTO patents (1976-2016). Predict the product of the given reaction. The product is: [F:1][C:2]1[C:10]2[N:9]=[CH:8][N:7]([CH:11]3[CH2:16][CH2:15][CH2:14][CH2:13][O:12]3)[C:6]=2[CH:5]=[CH:4][C:3]=1[CH:17]=[N:25][OH:26]. Given the reactants [F:1][C:2]1[C:10]2[N:9]=[CH:8][N:7]([CH:11]3[CH2:16][CH2:15][CH2:14][CH2:13][O:12]3)[C:6]=2[CH:5]=[CH:4][C:3]=1[CH:17]=O.CC([O-])=O.[Na+].Cl.[NH2:25][OH:26], predict the reaction product.